From a dataset of Full USPTO retrosynthesis dataset with 1.9M reactions from patents (1976-2016). Predict the reactants needed to synthesize the given product. (1) The reactants are: Cl.[CH2:2]([O:9][C:10]1[CH:15]=[CH:14][C:13]([C@@H:16]2[CH2:18][C@H:17]2[NH:19][CH2:20][C:21]2[O:25][C:24]([NH:26]C(=O)OC(C)(C)C)=[N:23][N:22]=2)=[CH:12][CH:11]=1)[C:3]1[CH:8]=[CH:7][CH:6]=[CH:5][CH:4]=1. Given the product [CH2:2]([O:9][C:10]1[CH:11]=[CH:12][C:13]([C@@H:16]2[CH2:18][C@H:17]2[NH:19][CH2:20][C:21]2[O:25][C:24]([NH2:26])=[N:23][N:22]=2)=[CH:14][CH:15]=1)[C:3]1[CH:8]=[CH:7][CH:6]=[CH:5][CH:4]=1, predict the reactants needed to synthesize it. (2) Given the product [Cl:2][C:3]1[CH:4]=[CH:5][C:6]([S:11]([CH2:14][CH3:15])(=[O:13])=[O:12])=[C:7]([CH2:8][NH:9][C:34]([C:33]2[CH:37]=[CH:38][C:30]([CH2:29][CH:26]3[CH2:25][CH2:24][N:23]([C:21]([O:20][C:17]([CH3:18])([CH3:19])[CH3:16])=[O:22])[CH2:28][CH2:27]3)=[C:31]([C:39]([F:42])([F:41])[F:40])[CH:32]=2)=[O:35])[CH:10]=1, predict the reactants needed to synthesize it. The reactants are: Cl.[Cl:2][C:3]1[CH:4]=[CH:5][C:6]([S:11]([CH2:14][CH3:15])(=[O:13])=[O:12])=[C:7]([CH:10]=1)[CH2:8][NH2:9].[CH3:16][C:17]([O:20][C:21]([N:23]1[CH2:28][CH2:27][CH:26]([CH2:29][C:30]2[CH:38]=[CH:37][C:33]([C:34](O)=[O:35])=[CH:32][C:31]=2[C:39]([F:42])([F:41])[F:40])[CH2:25][CH2:24]1)=[O:22])([CH3:19])[CH3:18]. (3) The reactants are: [OH:1][C@@H:2]([C@H:4]1[C:34](=[O:35])[N:6]2[C:7]([C:21]([O:23][CH2:24][C:25]3[CH:30]=[CH:29][C:28]([N+:31]([O-:33])=[O:32])=[CH:27][CH:26]=3)=[O:22])=[C:8]([C:11]3[S:15][C:14]4=[C:16]([S:19][CH3:20])[N:17]=[CH:18][N:13]4[CH:12]=3)[C@H:9]([CH3:10])[C@H:5]12)[CH3:3].[F:36][C:37]([F:44])([F:43])[S:38]([O:41]C)(=[O:40])=[O:39]. Given the product [F:36][C:37]([F:44])([F:43])[S:38]([O-:41])(=[O:40])=[O:39].[OH:1][C@@H:2]([C@H:4]1[C:34](=[O:35])[N:6]2[C:7]([C:21]([O:23][CH2:24][C:25]3[CH:26]=[CH:27][C:28]([N+:31]([O-:33])=[O:32])=[CH:29][CH:30]=3)=[O:22])=[C:8]([C:11]3[S:15][C:14]4=[C:16]([S:19][CH3:20])[N:17]([CH3:37])[CH:18]=[N+:13]4[CH:12]=3)[C@H:9]([CH3:10])[C@H:5]12)[CH3:3], predict the reactants needed to synthesize it. (4) Given the product [F:13][C:10]1[CH:11]=[CH:12][C:7]([C:6]2[N:5]([CH2:14][C:15]3[CH:20]=[CH:19][N:18]=[CH:17][CH:16]=3)[N:4]=[C:3]([CH3:21])[C:2]=2[C:30]2[CH:31]=[CH:32][C:33]3[O:38][CH2:37][C:36](=[O:39])[NH:35][C:34]=3[CH:40]=2)=[CH:8][CH:9]=1, predict the reactants needed to synthesize it. The reactants are: Br[C:2]1[C:3]([CH3:21])=[N:4][N:5]([CH2:14][C:15]2[CH:20]=[CH:19][N:18]=[CH:17][CH:16]=2)[C:6]=1[C:7]1[CH:12]=[CH:11][C:10]([F:13])=[CH:9][CH:8]=1.CC1(C)C(C)(C)OB([C:30]2[CH:31]=[CH:32][C:33]3[O:38][CH2:37][C:36](=[O:39])[NH:35][C:34]=3[CH:40]=2)O1.C(=O)([O-])[O-].[Cs+].[Cs+]. (5) Given the product [O:10]1[CH2:11][CH2:12][CH2:13][CH2:14][CH:9]1[O:8][C:5]1([CH2:3][OH:2])[CH2:7][CH2:6]1, predict the reactants needed to synthesize it. The reactants are: C[O:2][C:3]([C:5]1([O:8][CH:9]2[CH2:14][CH2:13][CH2:12][CH2:11][O:10]2)[CH2:7][CH2:6]1)=O.[H-].[Al+3].[Li+].[H-].[H-].[H-]. (6) Given the product [NH2:25][C:26]1[CH:27]=[C:28]([CH:32]=[CH:33][CH:34]=1)[C:29]([NH:1][C:2]1[C:7]([CH3:8])=[CH:6][C:5]([C:9]([C:15]2[CH:20]=[CH:19][C:18]([F:21])=[CH:17][CH:16]=2)([OH:14])[C:10]([F:11])([F:12])[F:13])=[CH:4][C:3]=1[CH3:22])=[O:30], predict the reactants needed to synthesize it. The reactants are: [NH2:1][C:2]1[C:7]([CH3:8])=[CH:6][C:5]([C:9]([C:15]2[CH:20]=[CH:19][C:18]([F:21])=[CH:17][CH:16]=2)([OH:14])[C:10]([F:13])([F:12])[F:11])=[CH:4][C:3]=1[CH3:22].S(=[N:25][C:26]1[CH:27]=[C:28]([CH:32]=[CH:33][CH:34]=1)[C:29](Cl)=[O:30])=O.NC1C=C(C=CC=1)C(O)=O.N1C=CC=CC=1. (7) Given the product [CH3:25][O:26][C:2]1[C:7]2[CH:8]=[C:9]([C:21]([O:23][CH3:24])=[O:22])[N:10]([CH2:11][C:12]3[C:17]([CH3:18])=[CH:16][C:15]([CH3:19])=[CH:14][C:13]=3[CH3:20])[C:6]=2[CH:5]=[CH:4][N:3]=1, predict the reactants needed to synthesize it. The reactants are: Cl[C:2]1[C:7]2[CH:8]=[C:9]([C:21]([O:23][CH3:24])=[O:22])[N:10]([CH2:11][C:12]3[C:17]([CH3:18])=[CH:16][C:15]([CH3:19])=[CH:14][C:13]=3[CH3:20])[C:6]=2[CH:5]=[CH:4][N:3]=1.[CH3:25][O-:26].[Na+]. (8) Given the product [CH:45]([N:28]([CH2:27][C@@H:10]1[C@H:11]([CH2:13][N:14]([CH:24]([CH3:26])[CH3:25])[C:15](=[O:23])[CH2:16][C:17]2[CH:22]=[CH:21][CH:20]=[CH:19][CH:18]=2)[CH2:12][NH:8][CH2:9]1)[C:29](=[O:44])[C:30]1[CH:35]=[CH:34][C:33]([O:36][CH3:37])=[C:32]([O:38][CH2:39][CH2:40][CH2:41][O:42][CH3:43])[CH:31]=1)([CH3:46])[CH3:47], predict the reactants needed to synthesize it. The reactants are: C([N:8]1[CH2:12][C@@H:11]([CH2:13][N:14]([CH:24]([CH3:26])[CH3:25])[C:15](=[O:23])[CH2:16][C:17]2[CH:22]=[CH:21][CH:20]=[CH:19][CH:18]=2)[C@@H:10]([CH2:27][N:28]([CH:45]([CH3:47])[CH3:46])[C:29](=[O:44])[C:30]2[CH:35]=[CH:34][C:33]([O:36][CH3:37])=[C:32]([O:38][CH2:39][CH2:40][CH2:41][O:42][CH3:43])[CH:31]=2)[CH2:9]1)C1C=CC=CC=1.ClC(OC(Cl)C)=O.CO. (9) The reactants are: [NH:1]1[C:10]2[C:5](=[CH:6][CH:7]=[C:8]([NH:11][C:12]([C:14]3[CH:19]=[CH:18][C:17]([C:20]4[CH:25]=[CH:24][CH:23]=[CH:22][CH:21]=4)=[CH:16][CH:15]=3)=[O:13])[CH:9]=2)[CH2:4][CH2:3][CH2:2]1.Br[CH2:27][CH2:28][C:29]([O:31][CH3:32])=[O:30]. Given the product [CH3:32][O:31][C:29]([CH2:28][CH2:27][N:1]1[C:10]2[C:5](=[CH:6][CH:7]=[C:8]([NH:11][C:12]([C:14]3[CH:19]=[CH:18][C:17]([C:20]4[CH:21]=[CH:22][CH:23]=[CH:24][CH:25]=4)=[CH:16][CH:15]=3)=[O:13])[CH:9]=2)[CH2:4][CH2:3][CH2:2]1)=[O:30], predict the reactants needed to synthesize it. (10) Given the product [F:1][C:2]1[CH:3]=[C:4]([N:19]([C:28]2[CH:33]=[CH:32][C:31]([F:34])=[CH:30][CH:29]=2)[C:20]([C:22]2([C:25]([NH2:27])=[O:26])[CH2:24][CH2:23]2)=[O:21])[CH:5]=[CH:6][C:7]=1[O:8][C:9]1[CH:14]=[CH:13][N:12]=[C:11]2[CH:15]=[C:16]([C:39]#[C:38][C:36]([N:40]3[CH2:45][CH2:44][CH:43]([CH2:46][OH:47])[CH2:42][CH2:41]3)([CH3:37])[CH3:35])[S:17][C:10]=12, predict the reactants needed to synthesize it. The reactants are: [F:1][C:2]1[CH:3]=[C:4]([N:19]([C:28]2[CH:33]=[CH:32][C:31]([F:34])=[CH:30][CH:29]=2)[C:20]([C:22]2([C:25]([NH2:27])=[O:26])[CH2:24][CH2:23]2)=[O:21])[CH:5]=[CH:6][C:7]=1[O:8][C:9]1[CH:14]=[CH:13][N:12]=[C:11]2[CH:15]=[C:16](I)[S:17][C:10]=12.[CH3:35][C:36]([N:40]1[CH2:45][CH2:44][CH:43]([CH2:46][OH:47])[CH2:42][CH2:41]1)([C:38]#[CH:39])[CH3:37].